From a dataset of Catalyst prediction with 721,799 reactions and 888 catalyst types from USPTO. Predict which catalyst facilitates the given reaction. (1) Reactant: [Cl:1][C:2]1[CH:3]=[C:4]([C:8]2[C:13]([O:14][CH3:15])=[CH:12][CH:11]=[C:10]([CH2:16][C:17]3[CH:18]=[CH:19][C:20](F)=[N:21][CH:22]=3)[C:9]=2[F:24])[CH:5]=[CH:6][CH:7]=1.[NH:25]1[CH2:29][CH2:28][CH2:27][C@H:26]1[C:30]([OH:32])=[O:31].N12CCCN=C1CCCCC2. Product: [Cl:1][C:2]1[CH:3]=[C:4]([C:8]2[C:13]([O:14][CH3:15])=[CH:12][CH:11]=[C:10]([CH2:16][C:17]3[CH:18]=[CH:19][C:20]([N:25]4[CH2:29][CH2:28][CH2:27][C@H:26]4[C:30]([OH:32])=[O:31])=[N:21][CH:22]=3)[C:9]=2[F:24])[CH:5]=[CH:6][CH:7]=1. The catalyst class is: 4. (2) Reactant: [C:1]([O:5][C:6]([N:8]1[CH2:12][C@@H:11]([CH2:13][N:14]([CH:31]([CH3:33])[CH3:32])[C:15](=[O:30])[C:16]2[CH:21]=[CH:20][C:19]([O:22][CH3:23])=[C:18]([O:24][CH2:25][CH2:26][CH2:27][O:28][CH3:29])[CH:17]=2)[C@H:10]([CH2:34][N:35]([CH:48]2[CH2:50][CH2:49]2)[C:36](=[O:47])[CH2:37][C:38]2[CH:43]=[CH:42][CH:41]=[C:40]([N+:44]([O-])=O)[CH:39]=2)[CH2:9]1)=[O:7])([CH3:4])([CH3:3])[CH3:2]. Product: [C:1]([O:5][C:6]([N:8]1[CH2:12][C@@H:11]([CH2:13][N:14]([CH:31]([CH3:33])[CH3:32])[C:15](=[O:30])[C:16]2[CH:21]=[CH:20][C:19]([O:22][CH3:23])=[C:18]([O:24][CH2:25][CH2:26][CH2:27][O:28][CH3:29])[CH:17]=2)[C@H:10]([CH2:34][N:35]([C:36](=[O:47])[CH2:37][C:38]2[CH:43]=[CH:42][CH:41]=[C:40]([NH2:44])[CH:39]=2)[CH:48]2[CH2:49][CH2:50]2)[CH2:9]1)=[O:7])([CH3:3])([CH3:4])[CH3:2]. The catalyst class is: 181.